This data is from Forward reaction prediction with 1.9M reactions from USPTO patents (1976-2016). The task is: Predict the product of the given reaction. (1) Given the reactants [OH-:1].[Na+:2].CN(C=[O:7])C.[CH:8]1[N:12]=[CH:11][N:10]([CH2:13][C:14]([P:20]([OH:23])([OH:22])=[O:21])([P:16]([OH:19])([OH:18])=[O:17])[OH:15])[CH:9]=1, predict the reaction product. The product is: [CH:8]1[N:12]=[CH:11][N:10]([CH2:13][C:14]([P:16]([O-:19])([OH:18])=[O:17])([P:20]([O-:22])([OH:23])=[O:21])[OH:15])[CH:9]=1.[OH2:7].[OH2:1].[OH2:7].[OH2:7].[Na+:2].[Na+:2]. (2) Given the reactants [Br:1][C:2]1[C:3]([O:20][CH2:21][CH:22]=[CH:23][CH3:24])=[C:4](I)[C:5]2[CH2:11][CH2:10][N:9]([C:12](=[O:17])[C:13]([F:16])([F:15])[F:14])[CH2:8][CH2:7][C:6]=2[CH:18]=1.[PH2](O)=O.CC(N=NC(C#N)(C)C)(C#N)C, predict the reaction product. The product is: [Br:1][C:2]1[C:3]2[O:20][CH2:21][CH:22]([CH2:23][CH3:24])[C:4]=2[C:5]2[CH2:11][CH2:10][N:9]([C:12](=[O:17])[C:13]([F:16])([F:15])[F:14])[CH2:8][CH2:7][C:6]=2[CH:18]=1. (3) Given the reactants Cl[C:2]1[CH:11]=[N:10][C:9]2[C:4](=[CH:5][CH:6]=[CH:7][CH:8]=2)[N:3]=1.[NH2:12][C:13]1[CH:24]=[CH:23][C:16]([C:17]([O:19][CH:20]([CH3:22])[CH3:21])=[O:18])=[CH:15][CH:14]=1, predict the reaction product. The product is: [N:3]1[C:4]2[C:9](=[CH:8][CH:7]=[CH:6][CH:5]=2)[N:10]=[CH:11][C:2]=1[NH:12][C:13]1[CH:24]=[CH:23][C:16]([C:17]([O:19][CH:20]([CH3:21])[CH3:22])=[O:18])=[CH:15][CH:14]=1. (4) Given the reactants [Cl:1][C:2]1[CH:3]=[C:4]2[C:8](=[CH:9][CH:10]=1)[NH:7][C:6](=[O:11])[C:5]2([CH2:20][C:21](O)=[O:22])[C:12]1[CH:17]=[CH:16][CH:15]=[CH:14][C:13]=1[O:18][CH3:19].[NH:24]1[CH2:29][CH2:28][CH:27]([C:30]2[CH:35]=[CH:34][N:33]=[CH:32][CH:31]=2)[CH2:26][CH2:25]1.C1C=CC2N(O)N=NC=2C=1.O.C(Cl)CCl.Cl, predict the reaction product. The product is: [Cl:1][C:2]1[CH:3]=[C:4]2[C:8](=[CH:9][CH:10]=1)[NH:7][C:6](=[O:11])[C:5]2([C:12]1[CH:17]=[CH:16][CH:15]=[CH:14][C:13]=1[O:18][CH3:19])[CH2:20][C:21](=[O:22])[N:33]1[CH2:34][CH2:35][CH:30]([C:27]2[CH:26]=[CH:25][N:24]=[CH:29][CH:28]=2)[CH2:31][CH2:32]1. (5) Given the reactants [C:1]([C:3]1[CH:8]=[CH:7][C:6]([N:9]([CH2:15][C:16]([F:19])([F:18])[F:17])[C@H:10]([C:12]([OH:14])=O)[CH3:11])=[CH:5][C:4]=1[C:20]([F:23])([F:22])[F:21])#[N:2].[CH3:24][NH:25][CH3:26], predict the reaction product. The product is: [C:1]([C:3]1[CH:8]=[CH:7][C:6]([N:9]([CH2:15][C:16]([F:18])([F:19])[F:17])[C@H:10]([C:12]([N:25]([CH3:26])[CH3:24])=[O:14])[CH3:11])=[CH:5][C:4]=1[C:20]([F:22])([F:21])[F:23])#[N:2]. (6) The product is: [CH3:35][O:5][C:4](=[O:6])[C:3]1[CH:7]=[CH:8][C:9]([NH:11][C:12]([C:14]2[CH:22]=[C:21]3[C:17]([CH2:18][CH2:19][N:20]3[S:23]([C:26]3[CH:31]=[C:30]([CH3:32])[CH:29]=[CH:28][C:27]=3[O:33][CH3:34])(=[O:24])=[O:25])=[CH:16][CH:15]=2)=[O:13])=[CH:10][C:2]=1[Cl:1]. Given the reactants [Cl:1][C:2]1[CH:10]=[C:9]([NH:11][C:12]([C:14]2[CH:22]=[C:21]3[C:17]([CH2:18][CH2:19][N:20]3[S:23]([C:26]3[CH:31]=[C:30]([CH3:32])[CH:29]=[CH:28][C:27]=3[O:33][CH3:34])(=[O:25])=[O:24])=[CH:16][CH:15]=2)=[O:13])[CH:8]=[CH:7][C:3]=1[C:4]([OH:6])=[O:5].[CH3:35]OC1C=CC(C)=CC=1S(Cl)(=O)=O, predict the reaction product. (7) Given the reactants Br[C:2]1[CH:7]=[CH:6][N:5]=[C:4]([NH2:8])[CH:3]=1.[N:9]1[CH:14]=[CH:13][CH:12]=[C:11](B(O)O)[CH:10]=1.C1(P(C2CCCCC2)C2C=CC=CC=2C2C(OC)=CC=C(S([O-])(=O)=O)C=2OC)CCCCC1.[Na+].C([O-])([O-])=O.[K+].[K+], predict the reaction product. The product is: [N:9]1[CH:14]=[CH:13][CH:12]=[C:11]([C:2]2[CH:7]=[CH:6][N:5]=[C:4]([NH2:8])[CH:3]=2)[CH:10]=1.